Dataset: Full USPTO retrosynthesis dataset with 1.9M reactions from patents (1976-2016). Task: Predict the reactants needed to synthesize the given product. (1) Given the product [F:8][C:7]1[CH:6]=[C:5]([C:9]2[O:13][C:12]([CH3:14])=[N:11][CH:10]=2)[C:4]([O:15][CH3:16])=[CH:3][C:2]=1[C:31]#[N:36], predict the reactants needed to synthesize it. The reactants are: Cl[C:2]1[C:7]([F:8])=[CH:6][C:5]([C:9]2[O:13][C:12]([CH3:14])=[N:11][CH:10]=2)=[C:4]([O:15][CH3:16])[CH:3]=1.C1(P(C2CCCCC2)C2C=CC=CC=2C2C=CC=C[C:31]=2[N:36](C)C)CCCCC1. (2) Given the product [Cl:12][CH2:13][CH2:18][C@@H:17]([O:11][C:5]1[CH:6]=[CH:7][C:8]([O:9][CH3:10])=[C:3]([O:2][CH3:1])[CH:4]=1)[C:36]1[CH:37]=[CH:38][CH:39]=[CH:40][CH:41]=1, predict the reactants needed to synthesize it. The reactants are: [CH3:1][O:2][C:3]1[CH:4]=[C:5]([OH:11])[CH:6]=[CH:7][C:8]=1[O:9][CH3:10].[Cl:12][C:13]1C=C([C@@H](O)CC)C=[CH:17][CH:18]=1.[C:36]1(P([C:36]2[CH:41]=[CH:40][CH:39]=[CH:38][CH:37]=2)[C:36]2[CH:41]=[CH:40][CH:39]=[CH:38][CH:37]=2)[CH:41]=[CH:40][CH:39]=[CH:38][CH:37]=1.N(C(OCC)=O)=NC(OCC)=O. (3) Given the product [CH2:10]([O:9][C:7]([NH:6]/[C:5](=[CH:29]\[C:26]1[S:27][CH:28]=[C:24]([Br:23])[CH:25]=1)/[C:3]([O:2][CH3:1])=[O:4])=[O:8])[C:11]1[CH:12]=[CH:13][CH:14]=[CH:15][CH:16]=1, predict the reactants needed to synthesize it. The reactants are: [CH3:1][O:2][C:3]([CH:5](P(OC)(OC)=O)[NH:6][C:7]([O:9][CH2:10][C:11]1[CH:16]=[CH:15][CH:14]=[CH:13][CH:12]=1)=[O:8])=[O:4].[Br:23][C:24]1[CH:25]=[C:26]([CH:29]=O)[S:27][CH:28]=1.C1CCN2C(=NCCC2)CC1.